Dataset: Full USPTO retrosynthesis dataset with 1.9M reactions from patents (1976-2016). Task: Predict the reactants needed to synthesize the given product. (1) Given the product [CH2:1]([O:8][C@H:9]1[CH2:14][CH2:13][CH2:12][CH2:11][C@@H:10]1[NH:15][C:16]1[CH:23]=[C:22]([N:24]2[C:32]3[CH2:31][C:30]([CH3:33])([CH3:34])[CH2:29][C:28](=[O:35])[C:27]=3[C:26]([CH3:36])=[N:25]2)[CH:21]=[CH:20][C:17]=1[C:18]([NH2:19])=[O:37])[C:2]1[CH:3]=[CH:4][CH:5]=[CH:6][CH:7]=1, predict the reactants needed to synthesize it. The reactants are: [CH2:1]([O:8][C@H:9]1[CH2:14][CH2:13][CH2:12][CH2:11][C@@H:10]1[NH:15][C:16]1[CH:23]=[C:22]([N:24]2[C:32]3[CH2:31][C:30]([CH3:34])([CH3:33])[CH2:29][C:28](=[O:35])[C:27]=3[C:26]([CH3:36])=[N:25]2)[CH:21]=[CH:20][C:17]=1[C:18]#[N:19])[C:2]1[CH:7]=[CH:6][CH:5]=[CH:4][CH:3]=1.[OH-:37].[Na+].OO. (2) The reactants are: Br[C:2]1[CH:3]=[C:4]2[CH2:10][CH2:9][N:8]([Si:11]([C:14]([CH3:17])([CH3:16])[CH3:15])([CH3:13])[CH3:12])[C:5]2=[N:6][CH:7]=1.C([Li])CCC.CCCCCC.[CH2:29]([S:31]SCC)[CH3:30]. Given the product [C:14]([Si:11]([CH3:13])([CH3:12])[N:8]1[C:5]2=[N:6][CH:7]=[C:2]([S:31][CH2:29][CH3:30])[CH:3]=[C:4]2[CH2:10][CH2:9]1)([CH3:17])([CH3:16])[CH3:15], predict the reactants needed to synthesize it.